Dataset: Catalyst prediction with 721,799 reactions and 888 catalyst types from USPTO. Task: Predict which catalyst facilitates the given reaction. (1) Reactant: [CH2:1]([O:5][CH:6]1[C:15]2[C:10](=[CH:11][CH:12]=[CH:13][CH:14]=2)[C:9](=[O:16])[N:8]([CH2:17][CH:18]([CH3:20])[CH3:19])[C:7]1(/C=C/C(N)=O)[CH2:21][NH:22]C(OC(C)(C)C)=O)[CH2:2][CH2:3][CH3:4].[ClH:35]. Product: [ClH:35].[NH2:22][CH2:21][C:7]1[N:8]([CH2:17][CH:18]([CH3:20])[CH3:19])[C:9](=[O:16])[C:10]2[C:15]([C:6]=1[O:5][CH2:1][CH2:2][CH2:3][CH3:4])=[CH:14][C:13](/[CH:11]=[CH:10]/[C:9]([NH2:8])=[O:16])=[CH:12][CH:11]=2. The catalyst class is: 13. (2) Reactant: [CH2:1]([N:8]1[C:16]2[C:11](=[CH:12][CH:13]=[C:14]([OH:17])[CH:15]=2)[C:10]([C:18]([NH:20][CH2:21][C:22]2[CH:27]=[CH:26][C:25]([F:28])=[C:24]([F:29])[CH:23]=2)=[O:19])=[C:9]1[CH:30]([CH3:32])[CH3:31])[C:2]1[CH:7]=[CH:6][CH:5]=[CH:4][CH:3]=1.C([O-])([O-])=O.[K+].[K+].Br[CH:40]1[CH2:44][CH2:43][O:42][C:41]1=[O:45]. Product: [CH2:1]([N:8]1[C:16]2[C:11](=[CH:12][CH:13]=[C:14]([O:17][CH:40]3[CH2:44][CH2:43][O:42][C:41]3=[O:45])[CH:15]=2)[C:10]([C:18]([NH:20][CH2:21][C:22]2[CH:27]=[CH:26][C:25]([F:28])=[C:24]([F:29])[CH:23]=2)=[O:19])=[C:9]1[CH:30]([CH3:32])[CH3:31])[C:2]1[CH:7]=[CH:6][CH:5]=[CH:4][CH:3]=1. The catalyst class is: 3. (3) Reactant: [Br:1]N1C(=O)CCC1=O.[OH:9][C:10]1[C:11]([N+:16]([O-:18])=[O:17])=[N:12][CH:13]=[CH:14][CH:15]=1. Product: [Br:1][C:14]1[CH:15]=[C:10]([OH:9])[C:11]([N+:16]([O-:18])=[O:17])=[N:12][CH:13]=1. The catalyst class is: 3. (4) Reactant: [Br:1][C:2]1[CH:3]=[C:4]2[C:9](=[CH:10][CH:11]=1)[N:8]([C:12]1[CH:17]=[CH:16][C:15]([F:18])=[CH:14][CH:13]=1)[CH:7]=[C:6]([C:19]([NH2:21])=O)[C:5]2=[O:22].N1C(Cl)=NC(Cl)=NC=1Cl. Product: [Br:1][C:2]1[CH:3]=[C:4]2[C:9](=[CH:10][CH:11]=1)[N:8]([C:12]1[CH:13]=[CH:14][C:15]([F:18])=[CH:16][CH:17]=1)[CH:7]=[C:6]([C:19]#[N:21])[C:5]2=[O:22]. The catalyst class is: 39. (5) Reactant: [CH3:1][O:2][C:3](=[O:51])[NH:4][C@@H:5]([C:47]([CH3:50])([CH3:49])[CH3:48])[C:6](=[O:46])[NH:7][C@@H:8]([CH2:39][C:40]1[CH:45]=[CH:44][CH:43]=[CH:42][CH:41]=1)[C@@H:9]([OH:38])[CH2:10][C@H:11]([CH2:25][C:26]1[CH:31]=[CH:30][C:29]([C:32]2[CH:37]=[CH:36][CH:35]=[CH:34][N:33]=2)=[CH:28][CH:27]=1)[NH:12][C:13](=[O:24])[C@H:14]([C:20]([CH3:23])([CH3:22])[CH3:21])[NH:15][C:16](=[O:19])[O:17][CH3:18].[CH2:52]([S:54][CH2:55][CH3:56])[CH3:53].C(OOC(=O)C1C=CC=CC=1)(=O)C1C=CC=CC=1. Product: [CH2:39]([C@H:8]([NH:7][C:6]([C@@H:5]([NH:4][C:3](=[O:51])[O:2][CH3:1])[C:47]([CH3:50])([CH3:49])[CH3:48])=[O:46])[C@@H:9]([O:38][CH:52]([S:54][CH2:55][CH3:56])[CH3:53])[CH2:10][C@@H:11]([NH:12][C:13](=[O:24])[C@H:14]([C:20]([CH3:23])([CH3:22])[CH3:21])[NH:15][C:16]([O:17][CH3:18])=[O:19])[CH2:25][C:26]1[CH:31]=[CH:30][C:29]([C:32]2[CH:37]=[CH:36][CH:35]=[CH:34][N:33]=2)=[CH:28][CH:27]=1)[C:40]1[CH:41]=[CH:42][CH:43]=[CH:44][CH:45]=1. The catalyst class is: 115. (6) Reactant: [CH3:1][O:2][C:3]1[CH:8]=[CH:7][C:6]([S:9][C:10]2[C:11]([C:23]([O:25]C(C)(C)C)=[O:24])=[N:12][C:13]([S:16][C:17]3[N:21]([CH3:22])[CH:20]=[N:19][N:18]=3)=[CH:14][CH:15]=2)=[CH:5][CH:4]=1.C(O)(C(F)(F)F)=O. Product: [CH3:1][O:2][C:3]1[CH:8]=[CH:7][C:6]([S:9][C:10]2[C:11]([C:23]([OH:25])=[O:24])=[N:12][C:13]([S:16][C:17]3[N:21]([CH3:22])[CH:20]=[N:19][N:18]=3)=[CH:14][CH:15]=2)=[CH:5][CH:4]=1. The catalyst class is: 2. (7) Reactant: [Br:1][C:2]1[CH:3]=[CH:4][C:5]2[O:10][CH2:9][C:8](=O)[NH:7][C:6]=2[CH:12]=1.Cl.[OH-].[Na+]. Product: [Br:1][C:2]1[CH:3]=[CH:4][C:5]2[O:10][CH2:9][CH2:8][NH:7][C:6]=2[CH:12]=1. The catalyst class is: 1. (8) Reactant: C(OC([N:8]1[CH2:13][CH2:12][CH:11]([O:14][C:15]2[CH:20]=[CH:19][C:18]([C:21]3[N:26]=[C:25]([NH:27][C:28]4[CH:33]=[CH:32][C:31]([N:34]5[CH2:39][CH2:38][N:37]([CH:40]6[CH2:43][O:42][CH2:41]6)[CH2:36][CH2:35]5)=[C:30]([O:44][CH3:45])[CH:29]=4)[N:24]=[CH:23][N:22]=3)=[CH:17][C:16]=2[C:46]#[N:47])[CH2:10][CH2:9]1)=O)(C)(C)C.[CH3:45][O:44][C:30]1[CH:29]=[C:28]([NH:27][C:25]2[N:24]=[CH:23][N:22]=[C:21]([C:18]3[CH:19]=[CH:20][C:15]([O:14][CH:11]4[CH2:12][CH2:13][NH:8][CH2:9][CH2:10]4)=[C:16]([CH:17]=3)[C:46]#[N:47])[N:26]=2)[CH:33]=[CH:32][C:31]=1[N:34]1[CH2:35][CH2:36][N:37]([CH:40]2[CH2:43][O:42][CH2:41]2)[CH2:38][CH2:39]1.FC(F)(F)C(O)=O. Product: [CH3:45][O:44][C:30]1[CH:29]=[C:28]([NH:27][C:25]2[N:24]=[CH:23][N:22]=[C:21]([C:18]3[CH:19]=[CH:20][C:15]([O:14][CH:11]4[CH2:12][CH2:13][NH:8][CH2:9][CH2:10]4)=[C:16]([CH:17]=3)[C:46]#[N:47])[N:26]=2)[CH:33]=[CH:32][C:31]=1[N:34]1[CH2:35][CH2:36][N:37]([CH:40]2[CH2:43][O:42][CH2:41]2)[CH2:38][CH2:39]1. The catalyst class is: 4. (9) Reactant: [CH2:1]([O:8][C:9]([N:11]1[CH2:16][CH2:15][CH2:14][CH:13]([NH2:17])[CH2:12]1)=[O:10])[C:2]1[CH:7]=[CH:6][CH:5]=[CH:4][CH:3]=1.Br[CH2:19][C:20]#[N:21]. Product: [C:20]([CH2:19][NH:17][CH:13]1[CH2:14][CH2:15][CH2:16][N:11]([C:9]([O:8][CH2:1][C:2]2[CH:7]=[CH:6][CH:5]=[CH:4][CH:3]=2)=[O:10])[CH2:12]1)#[N:21]. The catalyst class is: 39. (10) Reactant: [C:1]([C:3]1[N:8]=[C:7]([CH2:9][CH2:10][C:11]([O:13][C:14]([CH3:17])([CH3:16])[CH3:15])=[O:12])[CH:6]=[C:5]([CH3:18])[CH:4]=1)#[N:2].[C:19](OC)(=[O:27])[C:20]1[C:21](=[CH:23][CH:24]=[CH:25][CH:26]=1)[SH:22].C(N(CC)CC)C. Product: [CH3:18][C:5]1[CH:4]=[C:3]([C:1]2[S:22][C:21]3[CH:23]=[CH:24][CH:25]=[CH:26][C:20]=3[C:19](=[O:27])[N:2]=2)[N:8]=[C:7]([CH2:9][CH2:10][C:11]([O:13][C:14]([CH3:15])([CH3:17])[CH3:16])=[O:12])[CH:6]=1. The catalyst class is: 11.